From a dataset of Full USPTO retrosynthesis dataset with 1.9M reactions from patents (1976-2016). Predict the reactants needed to synthesize the given product. (1) The reactants are: [C:1](=O)(OC(Cl)(Cl)Cl)[O:2]C(Cl)(Cl)Cl.[NH2:13][CH:14]1[CH2:19][CH2:18][N:17]([CH:20]2[CH2:22][CH2:21]2)[CH2:16][CH2:15]1.[CH3:23][O:24][C:25]1[CH:26]=[CH:27][CH:28]=[C:29]2[C:34]=1[CH:33]([NH:35][C:36]1[CH:45]=[CH:44][C:43]3[C:38](=[CH:39][CH:40]=[C:41]([NH2:46])[CH:42]=3)[N:37]=1)[CH2:32][CH2:31][CH2:30]2. Given the product [CH:20]1([N:17]2[CH2:18][CH2:19][CH:14]([NH:13][C:1]([NH:46][C:41]3[CH:42]=[C:43]4[C:38](=[CH:39][CH:40]=3)[N:37]=[C:36]([NH:35][CH:33]3[C:34]5[C:29](=[CH:28][CH:27]=[CH:26][C:25]=5[O:24][CH3:23])[CH2:30][CH2:31][CH2:32]3)[CH:45]=[CH:44]4)=[O:2])[CH2:15][CH2:16]2)[CH2:22][CH2:21]1, predict the reactants needed to synthesize it. (2) Given the product [CH2:1]([O:3][C:4]([C:6]1[CH:15]=[CH:14][C:13]2[C:8](=[C:9]([C:17]3[C:26]4[C:21](=[CH:22][CH:23]=[CH:24][CH:25]=4)[CH:20]=[CH:19][CH:18]=3)[CH:10]=[C:11]([C:35]3[N:34]([C:27]([O:29][C:30]([CH3:33])([CH3:32])[CH3:31])=[O:28])[CH:38]=[CH:37][CH:36]=3)[CH:12]=2)[N:7]=1)=[O:5])[CH3:2], predict the reactants needed to synthesize it. The reactants are: [CH2:1]([O:3][C:4]([C:6]1[CH:15]=[CH:14][C:13]2[C:8](=[C:9]([C:17]3[C:26]4[C:21](=[CH:22][CH:23]=[CH:24][CH:25]=4)[CH:20]=[CH:19][CH:18]=3)[CH:10]=[C:11](I)[CH:12]=2)[N:7]=1)=[O:5])[CH3:2].[C:27]([N:34]1[CH:38]=[CH:37][CH:36]=[C:35]1B(O)O)([O:29][C:30]([CH3:33])([CH3:32])[CH3:31])=[O:28].C(Cl)Cl.CCOC(C)=O.CCCCCC. (3) Given the product [NH2:25][S:16]([C:14]1[S:15][C:11]([C:7]2[S:6][C:5]([NH:4][C:1](=[O:3])[CH3:2])=[N:9][C:8]=2[CH3:10])=[CH:12][CH:13]=1)(=[O:18])=[O:17], predict the reactants needed to synthesize it. The reactants are: [C:1]([NH:4][C:5]1[S:6][C:7]([C:11]2[S:15][C:14]([S:16](Cl)(=[O:18])=[O:17])=[CH:13][CH:12]=2)=[C:8]([CH3:10])[N:9]=1)(=[O:3])[CH3:2].N.CO.CC[N:25](C(C)C)C(C)C. (4) Given the product [CH2:1]([N:8]1[C:12]([C:13]2[CH:18]=[CH:17][CH:16]=[CH:15][CH:14]=2)=[C:11]([CH:19]2[CH2:20][CH2:21][CH2:22][CH2:23][CH2:24]2)[C:10]2[CH:25]=[C:26]([C:28]([O:30][CH3:31])=[O:29])[S:27][C:9]1=2)[C:2]1[CH:3]=[CH:4][CH:5]=[CH:6][CH:7]=1, predict the reactants needed to synthesize it. The reactants are: [CH2:1]([N:8]1[C:12]([C:13]2[CH:18]=[CH:17][CH:16]=[CH:15][CH:14]=2)=[C:11]([C:19]2[CH2:24][CH2:23][CH2:22][CH2:21][CH:20]=2)[C:10]2[CH:25]=[C:26]([C:28]([O:30][CH3:31])=[O:29])[S:27][C:9]1=2)[C:2]1[CH:7]=[CH:6][CH:5]=[CH:4][CH:3]=1.C([SiH](CC)CC)C. (5) Given the product [C:1]([O:5][C:6]([NH:8][CH2:9][C:10]1[CH:11]=[N:12][C:13]([CH2:16][N:18]2[CH2:23][CH2:22][CH2:21][CH2:20][CH2:19]2)=[CH:14][CH:15]=1)=[O:7])([CH3:4])([CH3:3])[CH3:2], predict the reactants needed to synthesize it. The reactants are: [C:1]([O:5][C:6]([NH:8][CH2:9][C:10]1[CH:11]=[N:12][C:13]([CH2:16]Cl)=[CH:14][CH:15]=1)=[O:7])([CH3:4])([CH3:3])[CH3:2].[NH:18]1[CH2:23][CH2:22][CH2:21][CH2:20][CH2:19]1.C([O-])(O)=O.[Na+].